Dataset: Reaction yield outcomes from USPTO patents with 853,638 reactions. Task: Predict the reaction yield, written as a fraction of the theoretical maximum amount of product (1.0 means a 100% yield; for example, 0.34 means a 34% yield). The reactants are Br[C:2]1[CH:3]=[C:4]2[N:12]([CH3:13])[CH:11]=[CH:10][C:5]2=[N:6][C:7]=1[C:8]#[N:9].CC1(C)C2C(=C(P(C3C=CC=CC=3)C3C=CC=CC=3)C=CC=2)OC2C(P(C3C=CC=CC=3)C3C=CC=CC=3)=CC=CC1=2.C(=O)([O-])[O-].[Cs+].[Cs+].Cl.[F:63][C:64]1([F:68])[CH2:67][NH:66][CH2:65]1. The catalyst is O1CCOCC1.CCOC(C)=O.C([O-])(=O)C.[Pd+2].C([O-])(=O)C. The product is [F:63][C:64]1([F:68])[CH2:67][N:66]([C:2]2[CH:3]=[C:4]3[N:12]([CH3:13])[CH:11]=[CH:10][C:5]3=[N:6][C:7]=2[C:8]#[N:9])[CH2:65]1. The yield is 0.290.